This data is from Peptide-MHC class I binding affinity with 185,985 pairs from IEDB/IMGT. The task is: Regression. Given a peptide amino acid sequence and an MHC pseudo amino acid sequence, predict their binding affinity value. This is MHC class I binding data. (1) The peptide sequence is AMTAGIFLFF. The MHC is HLA-B15:01 with pseudo-sequence HLA-B15:01. The binding affinity (normalized) is 0.522. (2) The binding affinity (normalized) is 0.443. The peptide sequence is MYADDTAGW. The MHC is HLA-A24:03 with pseudo-sequence HLA-A24:03. (3) The binding affinity (normalized) is 0. The MHC is HLA-B08:01 with pseudo-sequence HLA-B08:01. The peptide sequence is RAEDTAVYY. (4) The peptide sequence is MSWGWRLPF. The MHC is HLA-B40:13 with pseudo-sequence HLA-B40:13. The binding affinity (normalized) is 0.500. (5) The peptide sequence is YYSLLMPIL. The MHC is HLA-A26:01 with pseudo-sequence HLA-A26:01. The binding affinity (normalized) is 0.120. (6) The peptide sequence is VTKRDESSIY. The MHC is HLA-A31:01 with pseudo-sequence HLA-A31:01. The binding affinity (normalized) is 0. (7) The binding affinity (normalized) is 0.573. The peptide sequence is YAKFASLDPW. The MHC is Mamu-B17 with pseudo-sequence Mamu-B17. (8) The peptide sequence is ILLSRCLWWT. The MHC is HLA-A02:06 with pseudo-sequence HLA-A02:06. The binding affinity (normalized) is 0.491. (9) The MHC is HLA-B58:01 with pseudo-sequence HLA-B58:01. The peptide sequence is WLKHIEKNY. The binding affinity (normalized) is 0.0847. (10) The peptide sequence is VPAQNAIST. The MHC is HLA-A24:02 with pseudo-sequence HLA-A24:02. The binding affinity (normalized) is 0.0847.